Dataset: Forward reaction prediction with 1.9M reactions from USPTO patents (1976-2016). Task: Predict the product of the given reaction. (1) Given the reactants [Cl:1][C:2]1[CH:3]=[C:4]2[C:8](=[CH:9][C:10]=1[Cl:11])[NH:7][C:6](=[O:12])[C:5]2([NH:20][C:21](=[O:30])[CH2:22][N:23]1[CH2:28][CH2:27][N:26]([CH3:29])[CH2:25][CH2:24]1)[C:13]1[CH:18]=[CH:17][C:16]([Cl:19])=[CH:15][CH:14]=1.[H-].[Na+].[C:33]1([C:39](Cl)=[O:40])[CH:38]=[CH:37][CH:36]=[CH:35][CH:34]=1.O, predict the reaction product. The product is: [C:39]([N:7]1[C:8]2[C:4](=[CH:3][C:2]([Cl:1])=[C:10]([Cl:11])[CH:9]=2)[C:5]([NH:20][C:21](=[O:30])[CH2:22][N:23]2[CH2:24][CH2:25][N:26]([CH3:29])[CH2:27][CH2:28]2)([C:13]2[CH:18]=[CH:17][C:16]([Cl:19])=[CH:15][CH:14]=2)[C:6]1=[O:12])(=[O:40])[C:33]1[CH:38]=[CH:37][CH:36]=[CH:35][CH:34]=1. (2) Given the reactants [Br:1][C:2]1[CH:3]=[CH:4][C:5]2[N:6]([CH:18]3[CH2:24][CH:23]4[N:25](C)[CH:20]([CH2:21][CH2:22]4)[CH2:19]3)[C:7]3[C:12]([S:13][C:14]=2[CH:15]=1)=[C:11]([O:16][CH3:17])[CH:10]=[CH:9][CH:8]=3.BrC1C=CC2N(C3CC4N(C)C(CC4)C3)C3C(SC=2C=1)=CC=CC=3, predict the reaction product. The product is: [CH:23]12[NH:25][CH:20]([CH2:21][CH2:22]1)[CH2:19][CH:18]([N:6]1[C:5]3[CH:4]=[CH:3][C:2]([Br:1])=[CH:15][C:14]=3[S:13][C:12]3[C:7]1=[CH:8][CH:9]=[CH:10][C:11]=3[O:16][CH3:17])[CH2:24]2.